Dataset: Full USPTO retrosynthesis dataset with 1.9M reactions from patents (1976-2016). Task: Predict the reactants needed to synthesize the given product. Given the product [F:6][C:7]([F:25])([F:26])[C:8]([C:11]1[CH:16]=[CH:15][C:14]([CH:17]2[CH2:19][CH:18]2[C:20]([OH:22])=[O:21])=[CH:13][CH:12]=1)([CH3:10])[CH3:9], predict the reactants needed to synthesize it. The reactants are: O1CCCC1.[F:6][C:7]([F:26])([F:25])[C:8]([C:11]1[CH:16]=[CH:15][C:14]([CH:17]2[CH2:19][CH:18]2[C:20]([O:22]CC)=[O:21])=[CH:13][CH:12]=1)([CH3:10])[CH3:9].[OH-].[Na+].Cl.